Dataset: Full USPTO retrosynthesis dataset with 1.9M reactions from patents (1976-2016). Task: Predict the reactants needed to synthesize the given product. The reactants are: [F:1][CH:2]([F:27])[O:3][C:4]1[CH:9]=[CH:8][C:7]([C:10]2[O:11][CH:12]=[C:13]([CH2:15][NH:16][C:17](=[O:25])[C:18]3[C:23]([CH3:24])=[CH:22][CH:21]=[CH:20][N:19]=3)[N:14]=2)=[CH:6][C:5]=1[OH:26].[CH2:28](Br)[CH:29]=[CH2:30]. Given the product [CH2:30]([O:26][C:5]1[CH:6]=[C:7]([C:10]2[O:11][CH:12]=[C:13]([CH2:15][NH:16][C:17](=[O:25])[C:18]3[C:23]([CH3:24])=[CH:22][CH:21]=[CH:20][N:19]=3)[N:14]=2)[CH:8]=[CH:9][C:4]=1[O:3][CH:2]([F:1])[F:27])[CH:29]=[CH2:28], predict the reactants needed to synthesize it.